Dataset: Peptide-MHC class II binding affinity with 134,281 pairs from IEDB. Task: Regression. Given a peptide amino acid sequence and an MHC pseudo amino acid sequence, predict their binding affinity value. This is MHC class II binding data. (1) The peptide sequence is GTSFVYVPSALNPAD. The MHC is DRB1_1101 with pseudo-sequence DRB1_1101. The binding affinity (normalized) is 0.437. (2) The peptide sequence is ISGSSARYDVALSEQ. The MHC is HLA-DQA10501-DQB10402 with pseudo-sequence HLA-DQA10501-DQB10402. The binding affinity (normalized) is 0.543.